From a dataset of Reaction yield outcomes from USPTO patents with 853,638 reactions. Predict the reaction yield, written as a fraction of the theoretical maximum amount of product (1.0 means a 100% yield; for example, 0.34 means a 34% yield). (1) The reactants are C(Cl)(=O)[C:2](Cl)=[O:3].CN(C)C=O.ClCCl.[CH3:15][NH:16][C:17]([C:19]1[NH:20][C:21]2[C:26]([CH:27]=1)=[CH:25][CH:24]=[CH:23][CH:22]=2)=[O:18]. The catalyst is O. The product is [CH:2]([C:27]1[C:26]2[C:21](=[CH:22][CH:23]=[CH:24][CH:25]=2)[NH:20][C:19]=1[C:17]([NH:16][CH3:15])=[O:18])=[O:3]. The yield is 0.500. (2) The reactants are [Cl:1][C:2]1[CH:3]=[C:4](/[C:12](=[N:16]\[O:17][CH:18]2[CH2:22][CH2:21][CH2:20][CH2:19]2)/[C:13]([OH:15])=O)[CH:5]=[CH:6][C:7]=1[S:8]([CH3:11])(=[O:10])=[O:9].[N:23]1[CH:28]=[CH:27][CH:26]=[C:25]([CH2:29][N:30]2[CH:34]=[CH:33][C:32]([NH2:35])=[N:31]2)[CH:24]=1.C(N(CC)C(C)C)(C)C. The catalyst is C(Cl)Cl. The product is [Cl:1][C:2]1[CH:3]=[C:4](/[C:12](=[N:16]\[O:17][CH:18]2[CH2:22][CH2:21][CH2:20][CH2:19]2)/[C:13]([NH:35][C:32]2[CH:33]=[CH:34][N:30]([CH2:29][C:25]3[CH:24]=[N:23][CH:28]=[CH:27][CH:26]=3)[N:31]=2)=[O:15])[CH:5]=[CH:6][C:7]=1[S:8]([CH3:11])(=[O:9])=[O:10]. The yield is 0.460.